This data is from Forward reaction prediction with 1.9M reactions from USPTO patents (1976-2016). The task is: Predict the product of the given reaction. (1) Given the reactants NC1C=CC(C2C=NN(CCCO)C=2)=CC=1C(N(CC)CC)=O.[F:24][C:25]([F:73])([CH2:71][OH:72])[CH2:26][N:27]1[CH:31]=[C:30]([C:32]2[N:37]=[C:36]([C:38](=[O:41])[NH:39][CH3:40])[C:35]([NH:42][C:43]3[C:48]([C:49]([F:52])([F:51])[F:50])=[CH:47][N:46]=[C:45]([NH:53][C:54]4[CH:68]=[CH:67][C:57]([CH2:58][P:59](=[O:66])([O:63]CC)[O:60][CH2:61][CH3:62])=[CH:56][C:55]=4[O:69][CH3:70])[N:44]=3)=[CH:34][CH:33]=2)[CH:29]=[N:28]1, predict the reaction product. The product is: [F:73][C:25]([F:24])([CH2:71][OH:72])[CH2:26][N:27]1[CH:31]=[C:30]([C:32]2[N:37]=[C:36]([C:38](=[O:41])[NH:39][CH3:40])[C:35]([NH:42][C:43]3[C:48]([C:49]([F:52])([F:51])[F:50])=[CH:47][N:46]=[C:45]([NH:53][C:54]4[CH:68]=[CH:67][C:57]([CH2:58][P:59](=[O:63])([OH:66])[O:60][CH2:61][CH3:62])=[CH:56][C:55]=4[O:69][CH3:70])[N:44]=3)=[CH:34][CH:33]=2)[CH:29]=[N:28]1. (2) Given the reactants FC(F)(F)C(O)=O.[CH3:8][C@@H:9]([O:13][C:14]1[NH:15][C:16]([NH2:25])=[C:17]2[C:21]([N:22]=1)=[N:20][C:19]([O:23][CH3:24])=[N:18]2)[CH2:10][CH2:11][CH3:12].Br[CH2:27][CH2:28][CH:29]1[CH2:34][CH2:33][O:32][CH2:31][CH2:30]1, predict the reaction product. The product is: [CH3:8][C@@H:9]([O:13][C:14]1[N:22]=[C:21]2[C:17]([N:18]=[C:19]([O:23][CH3:24])[N:20]2[CH2:27][CH2:28][CH:29]2[CH2:34][CH2:33][O:32][CH2:31][CH2:30]2)=[C:16]([NH2:25])[N:15]=1)[CH2:10][CH2:11][CH3:12]. (3) Given the reactants Cl.[CH3:2][C:3]1[CH:27]=[CH:26][C:6]([C:7]([NH:9][C:10]2[CH:15]=[C:14]([C:16]([F:19])([F:18])[F:17])[CH:13]=[C:12]([N:20]3[CH:24]=[C:23]([CH3:25])[N:22]=[CH:21]3)[CH:11]=2)=[O:8])=[CH:5][C:4]=1[NH:28][C:29]1[N:34]=[C:33]([C:35]2[CH:36]=[N:37][CH:38]=[CH:39][CH:40]=2)[CH:32]=[CH:31][N:30]=1, predict the reaction product. The product is: [CH3:2][C:3]1[CH:27]=[CH:26][C:6]([C:7]([NH:9][C:10]2[CH:15]=[C:14]([C:16]([F:17])([F:18])[F:19])[CH:13]=[C:12]([N:20]3[CH:24]=[C:23]([CH3:25])[N:22]=[CH:21]3)[CH:11]=2)=[O:8])=[CH:5][C:4]=1[NH:28][C:29]1[N:34]=[C:33]([C:35]2[CH:36]=[N:37][CH:38]=[CH:39][CH:40]=2)[CH:32]=[CH:31][N:30]=1.